This data is from Catalyst prediction with 721,799 reactions and 888 catalyst types from USPTO. The task is: Predict which catalyst facilitates the given reaction. (1) Product: [N:17]([CH2:16][CH2:15][N:5]1[CH:6]=[CH:7][CH:8]=[C:3]([O:2][CH3:1])[C:4]1=[O:9])=[N+:18]=[N-:19]. The catalyst class is: 1. Reactant: [CH3:1][O:2][C:3]1[C:4](=[O:9])[NH:5][CH:6]=[CH:7][CH:8]=1.CS(O[CH2:15][CH2:16][N:17]=[N+:18]=[N-:19])(=O)=O.C([O-])([O-])=O.[K+].[K+]. (2) Reactant: [H-].[Na+].[CH3:3][C:4]1[CH:5]=[C:6]2[C:10](=[CH:11][CH:12]=1)[NH:9][C:8](=[O:13])[C:7]2=[O:14].[CH3:15][O:16][C:17](=[O:24])[CH:18](Br)[CH2:19][CH:20]([CH3:22])[CH3:21]. Product: [CH3:15][O:16][C:17](=[O:24])[CH:18]([N:9]1[C:10]2[C:6](=[CH:5][C:4]([CH3:3])=[CH:12][CH:11]=2)[C:7](=[O:14])[C:8]1=[O:13])[CH2:19][CH:20]([CH3:22])[CH3:21]. The catalyst class is: 35.